This data is from Full USPTO retrosynthesis dataset with 1.9M reactions from patents (1976-2016). The task is: Predict the reactants needed to synthesize the given product. The reactants are: O.[C:2]([OH:12])(=[O:11])[C:3]1[NH:10][C:8](=[O:9])[NH:7][C:5](=[O:6])[CH:4]=1.[Cl:13][C:14]1[CH:15]=[CH:16][C:17]2[CH2:23][CH2:22][NH:21][CH2:20][C@H:19]([CH3:24])[C:18]=2[CH:25]=1.C([O-])(=O)C1NC(=O)NC(=O)C=1. Given the product [C:2]([OH:12])(=[O:11])[C:3]1[NH:10][C:8](=[O:9])[NH:7][C:5](=[O:6])[CH:4]=1.[Cl:13][C:14]1[CH:15]=[CH:16][C:17]2[CH2:23][CH2:22][NH:21][CH2:20][C@H:19]([CH3:24])[C:18]=2[CH:25]=1, predict the reactants needed to synthesize it.